From a dataset of Catalyst prediction with 721,799 reactions and 888 catalyst types from USPTO. Predict which catalyst facilitates the given reaction. (1) Reactant: [CH3:1][C:2]1([CH3:9])[O:6][CH:5]([CH2:7]Br)[CH2:4][CH2:3]1.[CH3:10][C:11]1([CH3:25])[C:15]([CH3:17])([CH3:16])[O:14][B:13]([C:18]2[CH:19]=[C:20]([OH:24])[CH:21]=[CH:22][CH:23]=2)[O:12]1.C([O-])([O-])=O.[K+].[K+]. Product: [CH3:1][C:2]1([CH3:9])[O:6][CH:5]([CH2:7][O:24][C:20]2[CH:19]=[C:18]([B:13]3[O:14][C:15]([CH3:17])([CH3:16])[C:11]([CH3:25])([CH3:10])[O:12]3)[CH:23]=[CH:22][CH:21]=2)[CH2:4][CH2:3]1. The catalyst class is: 10. (2) Reactant: [Cl:1][C:2]1[CH:3]=[C:4](/[C:12](=[N:16]\[O:17][CH:18]2[CH2:22][CH2:21][CH2:20][CH2:19]2)/[C:13]([OH:15])=O)[CH:5]=[CH:6][C:7]=1[S:8]([CH3:11])(=[O:10])=[O:9].[CH3:23][N:24]1[CH:28]=[CH:27][C:26]([NH2:29])=[N:25]1.C(N(CC)C(C)C)(C)C. The catalyst class is: 10. Product: [Cl:1][C:2]1[CH:3]=[C:4](/[C:12](=[N:16]\[O:17][CH:18]2[CH2:22][CH2:21][CH2:20][CH2:19]2)/[C:13]([NH:29][C:26]2[CH:27]=[CH:28][N:24]([CH3:23])[N:25]=2)=[O:15])[CH:5]=[CH:6][C:7]=1[S:8]([CH3:11])(=[O:9])=[O:10]. (3) Reactant: [Cl:1][C:2]1[CH:3]=[CH:4][C:5]([C:8]2[CH:9]=[C:10]([F:15])[C:11](F)=[N:12][CH:13]=2)=[N:6][CH:7]=1.[NH2:16][NH2:17]. Product: [Cl:1][C:2]1[CH:3]=[CH:4][C:5]([C:8]2[CH:9]=[C:10]([F:15])[C:11]([NH:16][NH2:17])=[N:12][CH:13]=2)=[N:6][CH:7]=1. The catalyst class is: 378.